This data is from Cav3 T-type calcium channel HTS with 100,875 compounds. The task is: Binary Classification. Given a drug SMILES string, predict its activity (active/inactive) in a high-throughput screening assay against a specified biological target. (1) The result is 0 (inactive). The drug is S(CC1OC(=O)C(C1)CCC)C(N)=N. (2) The compound is S(CC(=O)c1c(n(c(c1)C)CC=C)C)c1[nH]c2c(c(=O)n1)cccc2. The result is 0 (inactive). (3) The molecule is o1c(c(c(c1/N=C\c1cc2OCOc2cc1)C#N)C)C. The result is 0 (inactive). (4) The molecule is O=C1C(N(c2ccc(OC)cc2)C(=O)C)(CC)C(=O)c2c1cccc2. The result is 0 (inactive). (5) The result is 0 (inactive). The molecule is o1nc(nc1c1c(c2ccccc2)cccc1)c1ccccc1. (6) The molecule is S1(=O)(=O)CC(N(Cc2ccccc2)C(=O)Cn2c3c(oc2=O)cccc3)CC1. The result is 0 (inactive). (7) The molecule is S(=O)(=O)(N1CCC(CC1)C)c1ccc(NC(=O)CCC(OCC)=O)cc1. The result is 0 (inactive).